Dataset: CYP2C19 inhibition data for predicting drug metabolism from PubChem BioAssay. Task: Regression/Classification. Given a drug SMILES string, predict its absorption, distribution, metabolism, or excretion properties. Task type varies by dataset: regression for continuous measurements (e.g., permeability, clearance, half-life) or binary classification for categorical outcomes (e.g., BBB penetration, CYP inhibition). Dataset: cyp2c19_veith. The drug is O=C1C[C@H]2OCC=C3CN4CC[C@]5(C(=O)O)[C@@H]4C[C@@H]3[C@@H]2[C@H]5N1. The result is 0 (non-inhibitor).